From a dataset of Forward reaction prediction with 1.9M reactions from USPTO patents (1976-2016). Predict the product of the given reaction. (1) Given the reactants C([N-]C(C)C)(C)C.[Li+].[F:9][C:10]1[CH:15]=[CH:14][CH:13]=[CH:12][N:11]=1.[F:16][C:17]([F:24])([F:23])[C:18](OCC)=[O:19].[N+:25]([CH3:28])([O-:27])=[O:26].Cl, predict the reaction product. The product is: [F:16][C:17]([F:24])([F:23])[C:18]([C:15]1[C:10]([F:9])=[N:11][CH:12]=[CH:13][CH:14]=1)([OH:19])[CH2:28][N+:25]([O-:27])=[O:26]. (2) Given the reactants C(OC(=O)[NH:7][CH2:8][CH2:9][NH:10][C:11]([C:13]1[CH:14]=[CH:15][C:16]2[C:22]3[N:23]=[C:24]([NH:27][C:28]4[CH:33]=[CH:32][C:31]([O:34][CH3:35])=[C:30]([O:36][CH3:37])[CH:29]=4)[N:25]=[CH:26][C:21]=3[CH2:20][C:19](=[O:38])[NH:18][C:17]=2[CH:39]=1)=[O:12])(C)(C)C.C(Cl)Cl.CO.Cl, predict the reaction product. The product is: [NH2:7][CH2:8][CH2:9][NH:10][C:11]([C:13]1[CH:14]=[CH:15][C:16]2[C:22]3[N:23]=[C:24]([NH:27][C:28]4[CH:33]=[CH:32][C:31]([O:34][CH3:35])=[C:30]([O:36][CH3:37])[CH:29]=4)[N:25]=[CH:26][C:21]=3[CH2:20][C:19](=[O:38])[NH:18][C:17]=2[CH:39]=1)=[O:12]. (3) Given the reactants C(OC(=O)[NH:7][C:8]1[CH:13]=[CH:12][C:11]([CH3:14])=[C:10]([NH:15][C:16]2[N:17]([C:21]3[CH:26]=[C:25]([NH:27][CH3:28])[N:24]=[CH:23][N:22]=3)[N:18]=[CH:19][N:20]=2)[CH:9]=1)(C)(C)C.C(O)(C(F)(F)F)=O, predict the reaction product. The product is: [CH3:14][C:11]1[CH:12]=[CH:13][C:8]([NH2:7])=[CH:9][C:10]=1[NH:15][C:16]1[N:17]([C:21]2[CH:26]=[C:25]([NH:27][CH3:28])[N:24]=[CH:23][N:22]=2)[N:18]=[CH:19][N:20]=1. (4) The product is: [Br:29][C:25]1[CH:24]=[CH:23][C:28]([CH2:33][O:34][C:1]([C:14]2[CH:19]=[CH:18][CH:17]=[CH:16][CH:15]=2)([C:8]2[CH:13]=[CH:12][CH:11]=[CH:10][CH:9]=2)[C:2]2[CH:7]=[CH:6][CH:5]=[CH:4][CH:3]=2)=[CH:27][N:26]=1. Given the reactants [C:1](Cl)([C:14]1[CH:19]=[CH:18][CH:17]=[CH:16][CH:15]=1)([C:8]1[CH:13]=[CH:12][CH:11]=[CH:10][CH:9]=1)[C:2]1[CH:7]=[CH:6][CH:5]=[CH:4][CH:3]=1.OC[C:23]1[CH:28]=[CH:27][N:26]=[C:25]([Br:29])[CH:24]=1.CN([CH:33]=[O:34])C, predict the reaction product. (5) Given the reactants [CH3:1][O:2][C:3]1[CH:8]=[CH:7][C:6]([C:9]2[O:10][C:11]3[C:12](=[C:14]([C:18]([O-:20])=O)[CH:15]=[CH:16][CH:17]=3)[N:13]=2)=[CH:5][CH:4]=1.O.[NH4+:22], predict the reaction product. The product is: [CH3:1][O:2][C:3]1[CH:8]=[CH:7][C:6]([C:9]2[O:10][C:11]3[C:12](=[C:14]([C:18]([NH2:22])=[O:20])[CH:15]=[CH:16][CH:17]=3)[N:13]=2)=[CH:5][CH:4]=1. (6) Given the reactants [Cl:1]/[CH:2]=[CH:3]\Cl.[CH3:5][CH:6]([CH2:18][CH2:19][CH:20]=[C:21]([CH3:23])[CH3:22])[CH2:7][CH2:8][O:9][CH2:10][CH2:11][CH2:12][CH2:13][CH2:14][CH2:15]C=C, predict the reaction product. The product is: [Cl:1]/[CH:2]=[CH:3]\[CH2:15][CH2:14][CH2:13][CH2:12][CH2:11][CH2:10][O:9][CH2:8][CH2:7][CH:6]([CH3:5])[CH2:18][CH2:19][CH:20]=[C:21]([CH3:22])[CH3:23]. (7) Given the reactants [CH2:1]([NH:5][CH2:6][P:7]([OH:10])([OH:9])=[O:8])[C:2]([OH:4])=[O:3].[OH-].[K+:12], predict the reaction product. The product is: [CH2:1]([NH:5][CH2:6][P:7]([O-:10])([OH:9])=[O:8])[C:2]([OH:4])=[O:3].[K+:12]. (8) Given the reactants Cl[C:2]1[CH:3]=[CH:4][C:5]2[C:6]3[N:7]([CH:13]=[C:14]([C:16]4[N:20]([CH:21]([CH3:23])[CH3:22])[N:19]=[CH:18][N:17]=4)[N:15]=3)[CH2:8][CH2:9][O:10][C:11]=2[N:12]=1.[NH:24]1[CH2:29][CH2:28][NH:27][CH2:26][C:25]1=[O:30], predict the reaction product. The product is: [CH:21]([N:20]1[C:16]([C:14]2[N:15]=[C:6]3[C:5]4[CH:4]=[CH:3][C:2]([N:27]5[CH2:28][CH2:29][NH:24][C:25](=[O:30])[CH2:26]5)=[N:12][C:11]=4[O:10][CH2:9][CH2:8][N:7]3[CH:13]=2)=[N:17][CH:18]=[N:19]1)([CH3:23])[CH3:22]. (9) The product is: [CH2:1]([O:3][C:4]([C:6]1[N:7]=[C:8]([NH:11][C:12](=[O:14])[CH3:13])[O:9][CH:10]=1)=[O:5])[CH3:2]. Given the reactants [CH2:1]([O:3][C:4]([C:6]1[N:7]=[C:8]([NH2:11])[O:9][CH:10]=1)=[O:5])[CH3:2].[C:12](O)(=[O:14])[CH3:13], predict the reaction product. (10) Given the reactants Cl[C:2]1[N:7]=[C:6]([NH:8][C:9]2[CH:13]=[C:12]([CH:14]3[CH2:16][CH2:15]3)[NH:11][N:10]=2)[C:5]([N+:17]([O-:19])=[O:18])=[CH:4][CH:3]=1.Cl.[F:21][C:22]1[CH:23]=[CH:24][C:25]([C@@H:28]([NH2:30])[CH3:29])=[N:26][CH:27]=1.C(N(C(C)C)CC)(C)C, predict the reaction product. The product is: [CH:14]1([C:12]2[NH:11][N:10]=[C:9]([NH:8][C:6]3[C:5]([N+:17]([O-:19])=[O:18])=[CH:4][CH:3]=[C:2]([NH:30][C@H:28]([C:25]4[CH:24]=[CH:23][C:22]([F:21])=[CH:27][N:26]=4)[CH3:29])[N:7]=3)[CH:13]=2)[CH2:16][CH2:15]1.